Task: Predict the reactants needed to synthesize the given product.. Dataset: Full USPTO retrosynthesis dataset with 1.9M reactions from patents (1976-2016) Given the product [Br:1][C:2]1[CH:7]=[CH:6][CH:5]=[CH:4][C:3]=1[S:8]([C:11]1([C:12]#[N:13])[CH2:18][CH2:17][CH2:16][CH2:15]1)(=[O:10])=[O:9], predict the reactants needed to synthesize it. The reactants are: [Br:1][C:2]1[CH:7]=[CH:6][CH:5]=[CH:4][C:3]=1[S:8]([CH2:11][C:12]#[N:13])(=[O:10])=[O:9].Br[CH2:15][CH2:16][CH2:17][CH2:18]Br.[OH-].[Na+].